This data is from Reaction yield outcomes from USPTO patents with 853,638 reactions. The task is: Predict the reaction yield, written as a fraction of the theoretical maximum amount of product (1.0 means a 100% yield; for example, 0.34 means a 34% yield). (1) The reactants are Cl.[S:2]1[C:6]([C:7](=[NH:9])[NH2:8])=[N:5][CH:4]=[N:3]1.[Br:10][C:11]1[CH:18]=[C:17]([F:19])[CH:16]=[CH:15][C:12]=1[CH:13]=O.O=[C:21]([CH3:28])[CH2:22][C:23]([O:25][CH2:26][CH3:27])=[O:24]. No catalyst specified. The product is [Br:10][C:11]1[CH:18]=[C:17]([F:19])[CH:16]=[CH:15][C:12]=1[CH:13]1[C:22]([C:23]([O:25][CH2:26][CH3:27])=[O:24])=[C:21]([CH3:28])[NH:8][C:7]([C:6]2[S:2][N:3]=[CH:4][N:5]=2)=[N:9]1. The yield is 0.350. (2) The reactants are CO[C:3]([C:5]1[N:6]=[CH:7][C:8]2[C:13]([C:14]=1[OH:15])=[CH:12][CH:11]=[C:10]([O:16][C:17]1[CH:22]=[CH:21][CH:20]=[CH:19][CH:18]=1)[CH:9]=2)=[O:4].[CH3:23][O-:24].[Na+].[CH3:26][OH:27].Cl. The catalyst is O. The product is [CH3:23][O:24][C:26](=[O:27])[C:13]([CH3:8])([CH3:12])[CH2:14][CH2:5][NH:6][C:3]([C:5]1[N:6]=[CH:7][C:8]2[C:13]([C:14]=1[OH:15])=[CH:12][CH:11]=[C:10]([O:16][C:17]1[CH:18]=[CH:19][CH:20]=[CH:21][CH:22]=1)[CH:9]=2)=[O:4]. The yield is 0.236. (3) The reactants are [Cl:1][C:2]1[CH:3]=[N:4][CH:5]=[C:6]([Cl:10])[C:7]=1[CH:8]=[O:9].[BH4-].[Na+]. The catalyst is CO. The product is [Cl:1][C:2]1[CH:3]=[N:4][CH:5]=[C:6]([Cl:10])[C:7]=1[CH2:8][OH:9]. The yield is 0.780. (4) The reactants are [F:1][C:2]1([F:49])[CH2:7][CH2:6][C@H:5]([O:8][C:9]2[C:14]([CH3:15])=[CH:13][C:12]([S:16]([N:19](CC3C=CC(OC)=CC=3OC)[C:20]3[CH:25]=[CH:24][N:23]=[CH:22][N:21]=3)(=[O:18])=[O:17])=[C:11]([F:37])[CH:10]=2)[C@@H:4]([C:38]2[N:42](COCCOC)[N:41]=[CH:40][CH:39]=2)[CH2:3]1.C([SiH](CC)CC)C.FC(F)(F)C(O)=O.Cl. The catalyst is CO.ClCCl. The product is [F:49][C:2]1([F:1])[CH2:7][CH2:6][C@H:5]([O:8][C:9]2[C:14]([CH3:15])=[CH:13][C:12]([S:16]([NH:19][C:20]3[CH:25]=[CH:24][N:23]=[CH:22][N:21]=3)(=[O:18])=[O:17])=[C:11]([F:37])[CH:10]=2)[C@@H:4]([C:38]2[NH:42][N:41]=[CH:40][CH:39]=2)[CH2:3]1. The yield is 0.660. (5) The reactants are Br[CH2:2][CH2:3][N:4]([CH2:13][CH2:14]Br)[C:5]1[CH:10]=[CH:9][C:8]([O:11][CH3:12])=[CH:7][CH:6]=1.C(=O)([O-])O.[Na+].CN(C=O)C.[NH2:26][C:27]1[C:28]([CH3:42])=[C:29]([CH3:41])[C:30]2[O:34][C:33]([CH3:36])([CH3:35])[C:32](=[O:37])[C:31]=2[C:38]=1[CH:39]=[CH2:40]. The catalyst is C(OCC)(=O)C.O. The product is [CH:39]([C:38]1[C:31]2[C:32](=[O:37])[C:33]([CH3:35])([CH3:36])[O:34][C:30]=2[C:29]([CH3:41])=[C:28]([CH3:42])[C:27]=1[N:26]1[CH2:14][CH2:13][N:4]([C:5]2[CH:6]=[CH:7][C:8]([O:11][CH3:12])=[CH:9][CH:10]=2)[CH2:3][CH2:2]1)=[CH2:40]. The yield is 0.0800. (6) The reactants are [CH:1]([C:5]1[CH:10]=[CH:9][CH:8]=[CH:7][C:6]=1[OH:11])([CH2:3][CH3:4])[CH3:2].[C:12]1(=O)[O:17][C:15](=[O:16])[C:14]2=[CH:18][CH:19]=[CH:20][CH:21]=[C:13]12. No catalyst specified. The product is [OH:11][C:6]1[CH:7]=[CH:8][C:9]([C:12]2([C:9]3[CH:8]=[CH:7][C:6]([OH:11])=[C:5]([CH:1]([CH2:3][CH3:4])[CH3:2])[CH:10]=3)[C:13]3[C:14](=[CH:18][CH:19]=[CH:20][CH:21]=3)[C:15](=[O:16])[O:17]2)=[CH:10][C:5]=1[CH:1]([CH2:3][CH3:4])[CH3:2]. The yield is 0.770. (7) The reactants are [N:1]1([CH2:7][CH2:8][CH2:9][C:10]([OH:12])=O)[CH2:6][CH2:5][CH2:4][CH2:3][CH2:2]1.[NH:13]1[C:21]2[C:16](=[CH:17][CH:18]=[CH:19][CH:20]=2)[C:15]([C:22]2[CH:23]=[C:24]([NH2:27])[NH:25][N:26]=2)=[CH:14]1.C([O-])=O. The catalyst is ClCCCl. The product is [NH:13]1[C:21]2[C:16](=[CH:17][CH:18]=[CH:19][CH:20]=2)[C:15]([C:22]2[CH:23]=[C:24]([NH:27][C:10](=[O:12])[CH2:9][CH2:8][CH2:7][N:1]3[CH2:2][CH2:3][CH2:4][CH2:5][CH2:6]3)[NH:25][N:26]=2)=[CH:14]1. The yield is 0.410.